From a dataset of Forward reaction prediction with 1.9M reactions from USPTO patents (1976-2016). Predict the product of the given reaction. Given the reactants [C:1]([O:5][C:6]1[CH:11]=[CH:10][C:9]([P:12]([O:23][CH2:24][CH3:25])([CH2:14][P:15]([O:20][CH2:21][CH3:22])([O:17][CH2:18][CH3:19])=[O:16])=[O:13])=[CH:8][C:7]=1[C:26]([CH3:39])([CH3:38])[CH2:27][C:28]([O:30]CC1C=CC=CC=1)=[O:29])(=[O:4])[CH2:2][CH3:3], predict the reaction product. The product is: [C:1]([O:5][C:6]1[CH:11]=[CH:10][C:9]([P:12]([O:23][CH2:24][CH3:25])([CH2:14][P:15]([O:17][CH2:18][CH3:19])([O:20][CH2:21][CH3:22])=[O:16])=[O:13])=[CH:8][C:7]=1[C:26]([CH3:39])([CH3:38])[CH2:27][C:28]([OH:30])=[O:29])(=[O:4])[CH2:2][CH3:3].